This data is from Forward reaction prediction with 1.9M reactions from USPTO patents (1976-2016). The task is: Predict the product of the given reaction. (1) Given the reactants [CH2:1]([O:3][C:4]([CH:6]([O:13][C:14](=[O:25])[C:15]1[C:20]([O:21][CH3:22])=[C:19]([Cl:23])[CH:18]=[CH:17][C:16]=1[Cl:24])[O:7][C:8](SCC)=[O:9])=[O:5])[CH3:2].C(OC(C(OC(=O)C(C)C)OC(SCC)=O)=O)C.S(Cl)([Cl:47])(=O)=O, predict the reaction product. The product is: [CH2:1]([O:3][C:4]([CH:6]([O:13][C:14](=[O:25])[C:15]1[C:20]([O:21][CH3:22])=[C:19]([Cl:23])[CH:18]=[CH:17][C:16]=1[Cl:24])[O:7][C:8]([Cl:47])=[O:9])=[O:5])[CH3:2]. (2) Given the reactants CC1(C)C(C)(C)OB([C:9]2[CH2:14][CH2:13][CH2:12][C:11](=[O:15])[CH:10]=2)O1.Cl[C:18]1[CH:23]=[CH:22][N:21]=[CH:20][C:19]=1[N+:24]([O-:26])=[O:25].O, predict the reaction product. The product is: [N+:24]([C:19]1[CH:20]=[N:21][CH:22]=[CH:23][C:18]=1[C:9]1[CH2:14][CH2:13][CH2:12][C:11](=[O:15])[CH:10]=1)([O-:26])=[O:25]. (3) Given the reactants ClC1C=CC(C(C2C=CC(C=O)=CC=2)N2CC(=CS(CC3C=C(F)C=C(F)C=3)(=O)=O)C2)=CC=1.Cl.[Cl:35][C:36]1[CH:41]=[CH:40][C:39]([CH:42]([C:60]2[CH:65]=[CH:64][C:63]([CH:66]3OCC[O:67]3)=[CH:62][CH:61]=2)[N:43]2[CH2:46][C:45](=[C:47]([C:52]3[CH:57]=[C:56]([F:58])[CH:55]=[C:54]([F:59])[CH:53]=3)[S:48]([CH3:51])(=[O:50])=[O:49])[CH2:44]2)=[CH:38][CH:37]=1.[OH-].[Na+], predict the reaction product. The product is: [Cl:35][C:36]1[CH:41]=[CH:40][C:39]([CH:42]([C:60]2[CH:61]=[CH:62][C:63]([CH:66]=[O:67])=[CH:64][CH:65]=2)[N:43]2[CH2:44][C:45](=[C:47]([C:52]3[CH:53]=[C:54]([F:59])[CH:55]=[C:56]([F:58])[CH:57]=3)[S:48]([CH3:51])(=[O:50])=[O:49])[CH2:46]2)=[CH:38][CH:37]=1. (4) Given the reactants [C:1]([C:3]1[CH:8]=[CH:7][C:6]([C:9]2[O:13][N:12]=[C:11]([C:14]([OH:16])=O)[CH:10]=2)=[C:5]([F:17])[CH:4]=1)#[N:2].[CH:18]1([NH:21][CH:22]2[CH2:27][CH2:26][N:25]([C:28]3[O:32][N:31]=[C:30]([CH:33]([CH3:35])[CH3:34])[N:29]=3)[CH2:24][CH2:23]2)[CH2:20][CH2:19]1, predict the reaction product. The product is: [CH:18]1([N:21]([CH:22]2[CH2:27][CH2:26][N:25]([C:28]3[O:32][N:31]=[C:30]([CH:33]([CH3:35])[CH3:34])[N:29]=3)[CH2:24][CH2:23]2)[C:14]([C:11]2[CH:10]=[C:9]([C:6]3[CH:7]=[CH:8][C:3]([C:1]#[N:2])=[CH:4][C:5]=3[F:17])[O:13][N:12]=2)=[O:16])[CH2:19][CH2:20]1. (5) Given the reactants [NH:1]1[C:5]2=[N:6][CH:7]=[CH:8][CH:9]=[C:4]2[C:3]([CH2:10][NH:11][C:12]2[CH:20]=[CH:19][CH:18]=[CH:17][C:13]=2[C:14]([OH:16])=O)=[CH:2]1.[C:21]([O:25][C:26]([N:28]1[CH2:37][C:36]([CH3:39])([CH3:38])[C:35]2[C:30](=[CH:31][C:32]([NH2:40])=[CH:33][CH:34]=2)[CH2:29]1)=[O:27])([CH3:24])([CH3:23])[CH3:22].CN(C(ON1N=NC2C=CC=CC1=2)=[N+](C)C)C.[B-](F)(F)(F)F.CCN(C(C)C)C(C)C, predict the reaction product. The product is: [C:21]([O:25][C:26]([N:28]1[CH2:37][C:36]([CH3:39])([CH3:38])[C:35]2[C:30](=[CH:31][C:32]([NH:40][C:14](=[O:16])[C:13]3[CH:17]=[CH:18][CH:19]=[CH:20][C:12]=3[NH:11][CH2:10][C:3]3[C:4]4[C:5](=[N:6][CH:7]=[CH:8][CH:9]=4)[NH:1][CH:2]=3)=[CH:33][CH:34]=2)[CH2:29]1)=[O:27])([CH3:24])([CH3:22])[CH3:23]. (6) Given the reactants [CH3:1][N:2]1[CH:6]=[C:5]([C:7](=[O:13])[C:8]([O:10][CH2:11][CH3:12])=[O:9])[CH:4]=[N:3]1.[CH3:14][Mg]Br.C(OCC)C.[Cl-].[NH4+], predict the reaction product. The product is: [OH:13][C:7]([C:5]1[CH:4]=[N:3][N:2]([CH3:1])[CH:6]=1)([CH3:14])[C:8]([O:10][CH2:11][CH3:12])=[O:9]. (7) Given the reactants [K+].[Br-].I[C:4]1[CH:5]=[CH:6][C:7]([C:20]([O:22][CH3:23])=[O:21])=[C:8]([NH:10][C:11]2[CH:19]=[CH:18][CH:17]=[CH:16][C:12]=2[C:13]([OH:15])=O)[CH:9]=1.C(N(CC)CCNC(C1C=CC2C(=CC=C([I:42])C=2)N=1)=O)C, predict the reaction product. The product is: [I:42][C:5]1[CH:6]=[C:7]([C:20]([O:22][CH3:23])=[O:21])[C:8]2[NH:10][C:11]3[C:12](=[CH:16][CH:17]=[CH:18][CH:19]=3)[C:13](=[O:15])[C:9]=2[CH:4]=1. (8) Given the reactants [Cl:1][C:2]1[C:10]([F:11])=[C:9]([F:12])[CH:8]=[CH:7][C:3]=1[C:4]([NH2:6])=O.O1CCCC1.B.Cl, predict the reaction product. The product is: [ClH:1].[Cl:1][C:2]1[C:10]([F:11])=[C:9]([F:12])[CH:8]=[CH:7][C:3]=1[CH2:4][NH2:6]. (9) Given the reactants [NH:1]1[CH2:6][CH2:5][CH:4]([NH:7][C:8]([C:10]2[C:14]3[N:15]=[CH:16][N:17]=[C:18]([C:19]4[CH:24]=[C:23]([CH3:25])[CH:22]=[CH:21][C:20]=4[O:26][CH2:27][CH:28]4[CH2:30][CH2:29]4)[C:13]=3[NH:12][CH:11]=2)=[O:9])[CH2:3][CH2:2]1.Cl[C:32]([CH2:34][O:35]C(=O)C)=[O:33], predict the reaction product. The product is: [OH:35][CH2:34][C:32]([N:1]1[CH2:2][CH2:3][CH:4]([NH:7][C:8]([C:10]2[C:14]3[N:15]=[CH:16][N:17]=[C:18]([C:19]4[CH:24]=[C:23]([CH3:25])[CH:22]=[CH:21][C:20]=4[O:26][CH2:27][CH:28]4[CH2:29][CH2:30]4)[C:13]=3[NH:12][CH:11]=2)=[O:9])[CH2:5][CH2:6]1)=[O:33]. (10) Given the reactants [N-]=[N+]=[N-].[Na+].BrC1C=CC(F)=C([C@]2(C)[C@H]3[C@](C(F)F)(C3)SC(N)=N2)C=1.[NH4+].[Cl-].[OH-].[NH4+].[N:29]([C:32]1[CH:33]=[CH:34][C:35]([F:50])=[C:36]([C@:38]2([CH3:49])[C@H:44]3[C@:42]([CH:45]([F:47])[F:46])([CH2:43]3)[S:41][C:40]([NH2:48])=[N:39]2)[CH:37]=1)=[N+]=[N-].CP(C)C, predict the reaction product. The product is: [NH2:29][C:32]1[CH:33]=[CH:34][C:35]([F:50])=[C:36]([C@:38]2([CH3:49])[C@H:44]3[C@:42]([CH:45]([F:46])[F:47])([CH2:43]3)[S:41][C:40]([NH2:48])=[N:39]2)[CH:37]=1.